This data is from Forward reaction prediction with 1.9M reactions from USPTO patents (1976-2016). The task is: Predict the product of the given reaction. (1) Given the reactants [Cl:1][C:2]1[CH:3]=[C:4]([NH:19][C:20]2[C:30]3[CH:29]=[C:28]([C:31]([OH:33])=O)[CH2:27][CH2:26][NH:25][C:24]=3[N:23]=[CH:22][N:21]=2)[CH:5]=[CH:6][C:7]=1[O:8][C:9]1[CH:14]=[CH:13][CH:12]=[C:11]([C:15]([F:18])([F:17])[F:16])[CH:10]=1.[NH2:34][CH2:35][CH2:36][N:37]([CH2:45][CH2:46][OH:47])[C:38](=[O:44])[O:39][C:40]([CH3:43])([CH3:42])[CH3:41].Cl.C(N=C=NCCCN(C)C)C.O.ON1C2C=CC=CC=2N=N1, predict the reaction product. The product is: [Cl:1][C:2]1[CH:3]=[C:4]([NH:19][C:20]2[C:30]3[CH:29]=[C:28]([C:31]([NH:34][CH2:35][CH2:36][N:37]([CH2:45][CH2:46][OH:47])[C:38](=[O:44])[O:39][C:40]([CH3:41])([CH3:42])[CH3:43])=[O:33])[CH2:27][CH2:26][NH:25][C:24]=3[N:23]=[CH:22][N:21]=2)[CH:5]=[CH:6][C:7]=1[O:8][C:9]1[CH:14]=[CH:13][CH:12]=[C:11]([C:15]([F:18])([F:17])[F:16])[CH:10]=1. (2) Given the reactants [CH:1]1([O:6][C:7](=[O:41])[C@@H:8](N)[CH2:9][CH2:10][O:11][C:12]2[CH:21]=[C:20]3[C:15]([C:16]([O:22][C:23]4[CH:28]=[CH:27][C:26]([NH:29][C:30](=[O:37])[C:31]5[CH:36]=[CH:35][CH:34]=[CH:33][CH:32]=5)=[CH:25][CH:24]=4)=[CH:17][CH:18]=[N:19]3)=[CH:14][C:13]=2[O:38][CH3:39])[CH2:5][CH2:4][CH2:3][CH2:2]1.[CH:42](=O)[CH3:43].[C:45]([BH3-])#[N:46].[Na+].[CH3:49]O, predict the reaction product. The product is: [CH:1]1([O:6][C:7](=[O:41])[C@@H:8]([N:46]([CH2:45][CH3:49])[CH2:42][CH3:43])[CH2:9][CH2:10][O:11][C:12]2[CH:21]=[C:20]3[C:15]([C:16]([O:22][C:23]4[CH:28]=[CH:27][C:26]([NH:29][C:30](=[O:37])[C:31]5[CH:36]=[CH:35][CH:34]=[CH:33][CH:32]=5)=[CH:25][CH:24]=4)=[CH:17][CH:18]=[N:19]3)=[CH:14][C:13]=2[O:38][CH3:39])[CH2:2][CH2:3][CH2:4][CH2:5]1. (3) Given the reactants [NH2:1][C:2]1[N:7]=[C:6]([C:8]2[N:12]([CH2:13][O:14][CH2:15][CH2:16][Si:17]([CH3:20])([CH3:19])[CH3:18])[C:11]([C:21]3[CH:26]=[C:25]([Cl:27])[CH:24]=[CH:23][C:22]=3[CH3:28])=[C:10]([C:29]([O:31]CC)=[O:30])[CH:9]=2)[C:5]([C:34]#[C:35][Si](C)(C)C)=[CH:4][N:3]=1.[OH-].[K+].CCO, predict the reaction product. The product is: [NH2:1][C:2]1[N:7]=[C:6]([C:8]2[N:12]([CH2:13][O:14][CH2:15][CH2:16][Si:17]([CH3:18])([CH3:19])[CH3:20])[C:11]([C:21]3[CH:26]=[C:25]([Cl:27])[CH:24]=[CH:23][C:22]=3[CH3:28])=[C:10]([C:29]([OH:31])=[O:30])[CH:9]=2)[C:5]([C:34]#[CH:35])=[CH:4][N:3]=1. (4) Given the reactants [Br:1][C:2]1[CH:8]=[CH:7][C:6]([CH3:9])=[CH:5][C:3]=1[NH2:4].[C:10](Cl)(=[O:14])[CH:11]([CH3:13])[CH3:12], predict the reaction product. The product is: [Br:1][C:2]1[CH:8]=[CH:7][C:6]([CH3:9])=[CH:5][C:3]=1[NH:4][C:10](=[O:14])[CH:11]([CH3:13])[CH3:12]. (5) Given the reactants [Cl:1][C:2]1[CH:3]=[C:4]([CH2:8][C:9]([OH:11])=O)[CH:5]=[CH:6][CH:7]=1.C[Si]([N-][Si](C)(C)C)(C)C.[Na+].[Cl:22][C:23]1[CH:32]=[CH:31][C:26](C(OC)=O)=[CH:25][CH:24]=1, predict the reaction product. The product is: [Cl:1][C:2]1[CH:3]=[C:4]([CH2:8][C:9]([C:26]2[CH:31]=[CH:32][C:23]([Cl:22])=[CH:24][CH:25]=2)=[O:11])[CH:5]=[CH:6][CH:7]=1. (6) The product is: [F:41][CH:2]([F:1])[C:3]1[C:8]([F:9])=[C:7]([S:10](=[O:19])(=[O:20])[NH:11][C@@H:12]([CH2:17][CH3:18])[C:13]([F:16])([F:15])[F:14])[CH:6]=[CH:5][C:4]=1[C:21]1[S:25][C:24]([C:26]2[N:30]=[C:29]([CH2:31][C:32]([CH3:38])([CH3:37])[C:33]([O:35][CH3:36])=[O:34])[O:28][N:27]=2)=[N:23][C:22]=1[CH:39]=[O:40]. Given the reactants [F:1][CH:2]([F:41])[C:3]1[C:8]([F:9])=[C:7]([S:10](=[O:20])(=[O:19])[NH:11][C@@H:12]([CH2:17][CH3:18])[C:13]([F:16])([F:15])[F:14])[CH:6]=[CH:5][C:4]=1[C:21]1[S:25][C:24]([C:26]2[N:30]=[C:29]([CH2:31][C:32]([CH3:38])([CH3:37])[C:33]([O:35][CH3:36])=[O:34])[O:28][N:27]=2)=[N:23][C:22]=1[CH2:39][OH:40], predict the reaction product. (7) Given the reactants [CH3:1][NH:2][C:3]([C:5]1[C:6]([CH3:11])=[CH:7][CH:8]=[CH:9][CH:10]=1)=O.[C:12]([C:14]1[CH:19]=[CH:18][N:17]=[C:16]([O:20][CH3:21])[CH:15]=1)#[N:13].P(Cl)(Cl)(Cl)=O.[CH2:27]([N:29]1[CH2:34]CN[CH2:31][CH2:30]1)[CH3:28], predict the reaction product. The product is: [CH2:27]([N:29]1[CH2:30][CH2:31][N:2]([C:3]2[C:5]3[C:6](=[CH:7][CH:8]=[CH:9][CH:10]=3)[CH:11]=[C:12]([C:14]3[CH:19]=[CH:18][N:17]=[C:16]([O:20][CH3:21])[CH:15]=3)[N:13]=2)[CH2:1][CH2:34]1)[CH3:28]. (8) Given the reactants Cl[C:2]1[N:10]=[C:9]2[C:5]([N:6]=[CH:7][N:8]2[CH2:11][CH2:12][O:13][CH2:14][CH3:15])=[C:4]([NH:16][C:17]2[CH:22]=[CH:21][C:20]([Cl:23])=[CH:19][CH:18]=2)[N:3]=1.O.[NH2:25][NH2:26], predict the reaction product. The product is: [Cl:23][C:20]1[CH:21]=[CH:22][C:17]([NH:16][C:4]2[N:3]=[C:2]([NH:25][NH2:26])[N:10]=[C:9]3[C:5]=2[N:6]=[CH:7][N:8]3[CH2:11][CH2:12][O:13][CH2:14][CH3:15])=[CH:18][CH:19]=1. (9) Given the reactants [Cl:1][C:2]1[CH:7]=[C:6]([Cl:8])[CH:5]=[CH:4][C:3]=1[C:9]1[N:10]=[C:11]([CH2:23][C:24]2[CH:33]=[CH:32][C:31]3[C:26](=[CH:27][CH:28]=[C:29]([O:34][CH3:35])[CH:30]=3)[CH:25]=2)[N:12]([C:14]2[CH:19]=[CH:18][C:17]([N+:20]([O-])=O)=[CH:16][CH:15]=2)[CH:13]=1.Br[CH2:37][C:38]([O:40][CH3:41])=[O:39], predict the reaction product. The product is: [CH3:41][O:40][C:38](=[O:39])[CH2:37][NH:20][C:17]1[CH:18]=[CH:19][C:14]([N:12]2[CH:13]=[C:9]([C:3]3[CH:4]=[CH:5][C:6]([Cl:8])=[CH:7][C:2]=3[Cl:1])[N:10]=[C:11]2[CH2:23][C:24]2[CH:33]=[CH:32][C:31]3[C:26](=[CH:27][CH:28]=[C:29]([O:34][CH3:35])[CH:30]=3)[CH:25]=2)=[CH:15][CH:16]=1. (10) Given the reactants [C:1]([Si:5]([CH3:16])([CH3:15])[O:6][CH2:7][CH2:8][N:9]1[CH:13]=[CH:12][C:11]([NH2:14])=[N:10]1)([CH3:4])([CH3:3])[CH3:2].N1C(C)=CC=CC=1C.[CH:25]1([CH2:30][C@H:31]([C:35]2[CH:40]=[CH:39][C:38]([Cl:41])=[C:37]([Cl:42])[CH:36]=2)[C:32](Cl)=[O:33])[CH2:29][CH2:28][CH2:27][CH2:26]1, predict the reaction product. The product is: [C:1]([Si:5]([CH3:16])([CH3:15])[O:6][CH2:7][CH2:8][N:9]1[CH:13]=[CH:12][C:11]([NH:14][C:32](=[O:33])[C@@H:31]([C:35]2[CH:40]=[CH:39][C:38]([Cl:41])=[C:37]([Cl:42])[CH:36]=2)[CH2:30][CH:25]2[CH2:26][CH2:27][CH2:28][CH2:29]2)=[N:10]1)([CH3:4])([CH3:3])[CH3:2].